Predict the reactants needed to synthesize the given product. From a dataset of Full USPTO retrosynthesis dataset with 1.9M reactions from patents (1976-2016). (1) The reactants are: Br[C:2]1[N:6]2[CH:7]=[C:8]([CH:11]3[CH2:13][CH2:12]3)C=[CH:10][C:5]2=[N:4][N:3]=1.[C:14](=[O:17])([O-])[O-].[Cs+].[Cs+].[CH3:20][S:21]([NH2:24])(=[O:23])=[O:22].CN[C@@H:27]1[CH2:32][CH2:31][CH2:30][CH2:29][C@H:28]1NC.C(=O)(O)[O-].[Na+].[C:40]1([CH3:46])[CH:45]=C[CH:43]=[CH:42][CH:41]=1. Given the product [CH:27]12[CH2:28][CH:29]3[CH2:30][CH:31]([CH2:46][CH:40]([CH2:45]3)[CH:41]1[CH2:42][CH2:43][O:17][C:14]1[C:8]([CH:11]3[CH2:12][CH2:13]3)=[CH:7][N:6]3[C:2]([NH:24][S:21]([CH3:20])(=[O:23])=[O:22])=[N:3][N:4]=[C:5]3[CH:10]=1)[CH2:32]2, predict the reactants needed to synthesize it. (2) Given the product [Br:1][C:2]1[CH:7]=[CH:6][C:5]([O:8][CH2:9][C:10]2[C:15]([F:16])=[CH:14][CH:13]=[CH:12][N:11]=2)=[CH:4][C:3]=1[N:17]1[CH2:26][C:25]2[C:20](=[CH:21][CH:22]=[CH:23][CH:24]=2)[N:19]([CH2:36][C:35]2[CH:38]=[CH:39][C:32]([O:31][CH3:30])=[CH:33][CH:34]=2)[C:18]1=[O:27], predict the reactants needed to synthesize it. The reactants are: [Br:1][C:2]1[CH:7]=[CH:6][C:5]([O:8][CH2:9][C:10]2[C:15]([F:16])=[CH:14][CH:13]=[CH:12][N:11]=2)=[CH:4][C:3]=1[N:17]1[CH2:26][C:25]2[C:20](=[CH:21][CH:22]=[CH:23][CH:24]=2)[NH:19][C:18]1=[O:27].[H-].[Na+].[CH3:30][O:31][C:32]1[CH:39]=[CH:38][C:35]([CH2:36]Cl)=[CH:34][CH:33]=1.O.